From a dataset of TCR-epitope binding with 47,182 pairs between 192 epitopes and 23,139 TCRs. Binary Classification. Given a T-cell receptor sequence (or CDR3 region) and an epitope sequence, predict whether binding occurs between them. (1) The epitope is GILGFVFTL. The TCR CDR3 sequence is CASPPRDEQYF. Result: 1 (the TCR binds to the epitope). (2) The epitope is TFYLTNDVSFL. The TCR CDR3 sequence is CAWSEASGFTDTQYF. Result: 0 (the TCR does not bind to the epitope). (3) The epitope is KLWAQCVQL. The TCR CDR3 sequence is CASSLWDSNTEAFF. Result: 1 (the TCR binds to the epitope). (4) The epitope is DPFRLLQNSQVFS. The TCR CDR3 sequence is CASNPTTRSGELFF. Result: 1 (the TCR binds to the epitope).